Dataset: Forward reaction prediction with 1.9M reactions from USPTO patents (1976-2016). Task: Predict the product of the given reaction. (1) Given the reactants Cl.Cl.[O:3]1[C:7]2[CH:8]=[CH:9][CH:10]=[C:11]([CH:12]3[CH2:17][CH2:16][N:15]([CH2:18][CH2:19][C@H:20]4[CH2:25][CH2:24][C@H:23]([NH2:26])[CH2:22][CH2:21]4)[CH2:14][CH2:13]3)[C:6]=2[CH2:5][CH2:4]1.[N:27]1([C:32]2[CH:40]=[CH:39][C:35]([C:36](O)=[O:37])=[CH:34][CH:33]=2)[CH:31]=[CH:30][CH:29]=[CH:28]1, predict the reaction product. The product is: [O:3]1[C:7]2[CH:8]=[CH:9][CH:10]=[C:11]([CH:12]3[CH2:17][CH2:16][N:15]([CH2:18][CH2:19][C@H:20]4[CH2:21][CH2:22][C@H:23]([NH:26][C:36](=[O:37])[C:35]5[CH:39]=[CH:40][C:32]([N:27]6[CH:31]=[CH:30][CH:29]=[CH:28]6)=[CH:33][CH:34]=5)[CH2:24][CH2:25]4)[CH2:14][CH2:13]3)[C:6]=2[CH2:5][CH2:4]1. (2) Given the reactants [CH2:1]([C:3]1[CH:8]=[CH:7][C:6]([N:9]2[C:13]([CH:14]=[O:15])=[CH:12][N:11]=[CH:10]2)=[CH:5][CH:4]=1)[CH3:2].[Cl:16][C:17]1[C:22](C(C2C=NN(C)C=2C2C=CC(C)=CC=2)O)=[C:21]([Cl:38])[N:20]=[CH:19][N:18]=1, predict the reaction product. The product is: [Cl:16][C:17]1[C:22]([CH:14]([C:13]2[N:9]([C:6]3[CH:5]=[CH:4][C:3]([CH2:1][CH3:2])=[CH:8][CH:7]=3)[CH:10]=[N:11][CH:12]=2)[OH:15])=[C:21]([Cl:38])[N:20]=[CH:19][N:18]=1. (3) Given the reactants [F:1][C:2]1[CH:7]=[CH:6][C:5]([C:8]2[C:9](=[O:22])[N:10]([CH:16]3[CH2:21][CH2:20][CH2:19][CH2:18][O:17]3)[N:11]=[C:12]([CH2:14]O)[CH:13]=2)=[CH:4][CH:3]=1.C(Br)(Br)(Br)[Br:24].C1(P(C2C=CC=CC=2)C2C=CC=CC=2)C=CC=CC=1, predict the reaction product. The product is: [Br:24][CH2:14][C:12]1[CH:13]=[C:8]([C:5]2[CH:6]=[CH:7][C:2]([F:1])=[CH:3][CH:4]=2)[C:9](=[O:22])[N:10]([CH:16]2[CH2:21][CH2:20][CH2:19][CH2:18][O:17]2)[N:11]=1. (4) Given the reactants Br[C:2]1[CH:3]=[C:4]2[C:8](=[C:9]([CH3:11])[CH:10]=1)[C:7](=[O:12])[N:6]([CH2:13][C:14]1[CH:19]=[CH:18][C:17]([O:20][C:21]3[CH:26]=[CH:25][CH:24]=[CH:23][CH:22]=3)=[CH:16][CH:15]=1)[CH2:5]2.[CH3:27][C:28]1[CH:29]=[N:30][CH:31]=[C:32](B(O)O)[CH:33]=1.C(=O)([O-])[O-].[Na+].[Na+], predict the reaction product. The product is: [CH3:11][C:9]1[CH:10]=[C:2]([C:32]2[CH:31]=[N:30][CH:29]=[C:28]([CH3:27])[CH:33]=2)[CH:3]=[C:4]2[C:8]=1[C:7](=[O:12])[N:6]([CH2:13][C:14]1[CH:15]=[CH:16][C:17]([O:20][C:21]3[CH:22]=[CH:23][CH:24]=[CH:25][CH:26]=3)=[CH:18][CH:19]=1)[CH2:5]2.